Dataset: Reaction yield outcomes from USPTO patents with 853,638 reactions. Task: Predict the reaction yield, written as a fraction of the theoretical maximum amount of product (1.0 means a 100% yield; for example, 0.34 means a 34% yield). (1) The reactants are [Cl:1][C:2]1[CH:3]=[C:4]([CH:7]=[CH:8][CH:9]=1)[CH:5]=O.Cl.[NH2:11][OH:12].C([O-])(=O)C.[Na+]. The catalyst is C(O)C. The product is [Cl:1][C:2]1[CH:3]=[C:4]([CH:7]=[CH:8][CH:9]=1)/[CH:5]=[N:11]\[OH:12]. The yield is 0.980. (2) The reactants are [F:1][C:2]([F:12])([F:11])[C:3]([F:10])([F:9])[CH:4]([OH:8])[CH2:5][CH2:6]I.[N-:13]=[N+:14]=[N-:15].[Na+].O. The catalyst is CS(C)=O. The product is [N:13]([CH2:6][CH2:5][CH:4]([OH:8])[C:3]([F:10])([F:9])[C:2]([F:12])([F:11])[F:1])=[N+:14]=[N-:15]. The yield is 1.00. (3) The reactants are [O:1]([CH2:8][C:9](=[O:11])[CH3:10])[C:2]1[CH:7]=[CH:6][CH:5]=[CH:4][CH:3]=1.[CH2:12]([O:14][C:15](=[O:21])[C:16](OCC)=[O:17])[CH3:13].CC[O-].[Na+]. No catalyst specified. The product is [CH2:12]([O:14][C:15](=[O:21])[C:16](=[O:17])[CH2:10][C:9](=[O:11])[CH2:8][O:1][C:2]1[CH:7]=[CH:6][CH:5]=[CH:4][CH:3]=1)[CH3:13]. The yield is 0.154.